Regression. Given two drug SMILES strings and cell line genomic features, predict the synergy score measuring deviation from expected non-interaction effect. From a dataset of NCI-60 drug combinations with 297,098 pairs across 59 cell lines. Drug 1: CN(C)N=NC1=C(NC=N1)C(=O)N. Drug 2: CC1=C(C(CCC1)(C)C)C=CC(=CC=CC(=CC(=O)O)C)C. Cell line: EKVX. Synergy scores: CSS=-6.13, Synergy_ZIP=2.11, Synergy_Bliss=-1.90, Synergy_Loewe=-3.82, Synergy_HSA=-5.13.